From a dataset of Forward reaction prediction with 1.9M reactions from USPTO patents (1976-2016). Predict the product of the given reaction. Given the reactants [S:1]1[CH:5]=[CH:4][N:3]=[C:2]1[NH2:6].C([Mg]Cl)(C)C.[CH:12]([C:15]1[NH:19][N:18]=[C:17]([NH:20][C:21]2[C:22]3[CH2:38][CH2:37][CH2:36][C:23]=3[N:24]=[C:25]([N:27]3[CH2:31][CH2:30][CH2:29][C@H:28]3[C:32](OC)=[O:33])[N:26]=2)[CH:16]=1)([CH3:14])[CH3:13], predict the reaction product. The product is: [CH:12]([C:15]1[NH:19][N:18]=[C:17]([NH:20][C:21]2[C:22]3[CH2:38][CH2:37][CH2:36][C:23]=3[N:24]=[C:25]([N:27]3[CH2:31][CH2:30][CH2:29][C@H:28]3[C:32]([NH:6][C:2]3[S:1][CH:5]=[CH:4][N:3]=3)=[O:33])[N:26]=2)[CH:16]=1)([CH3:14])[CH3:13].